Dataset: Merck oncology drug combination screen with 23,052 pairs across 39 cell lines. Task: Regression. Given two drug SMILES strings and cell line genomic features, predict the synergy score measuring deviation from expected non-interaction effect. (1) Drug 1: O=S1(=O)NC2(CN1CC(F)(F)F)C1CCC2Cc2cc(C=CCN3CCC(C(F)(F)F)CC3)ccc2C1. Drug 2: COC12C(COC(N)=O)C3=C(C(=O)C(C)=C(N)C3=O)N1CC1NC12. Cell line: NCIH2122. Synergy scores: synergy=-24.2. (2) Drug 1: Nc1ccn(C2OC(CO)C(O)C2(F)F)c(=O)n1. Drug 2: CC(C)CC(NC(=O)C(Cc1ccccc1)NC(=O)c1cnccn1)B(O)O. Cell line: LNCAP. Synergy scores: synergy=-13.0. (3) Drug 1: O=c1[nH]cc(F)c(=O)[nH]1. Drug 2: CCc1cnn2c(NCc3ccc[n+]([O-])c3)cc(N3CCCCC3CCO)nc12. Cell line: EFM192B. Synergy scores: synergy=0.312.